From a dataset of Reaction yield outcomes from USPTO patents with 853,638 reactions. Predict the reaction yield, written as a fraction of the theoretical maximum amount of product (1.0 means a 100% yield; for example, 0.34 means a 34% yield). (1) The reactants are BrC1C=C[C:5](NCC(OC)=O)=[N:6]C=1.[Cl:14][C:15]1[CH:23]=[CH:22][CH:21]=[C:20]2[C:16]=1[C:17]([CH:25]=O)=[CH:18][N:19]2[CH3:24].CN1C2C(=CC=CC=2)C(C)=C1C=O. No catalyst specified. The product is [Cl:14][C:15]1[CH:23]=[CH:22][CH:21]=[C:20]2[C:16]=1[C:17]([CH2:25][NH:6][CH3:5])=[CH:18][N:19]2[CH3:24]. The yield is 0.780. (2) The reactants are [F:1][C:2]1[CH:10]=[CH:9][CH:8]=[C:7]([F:11])[C:3]=1[C:4]([OH:6])=O.[CH3:12][C:13]1[N:14]=[C:15]([NH2:24])[S:16][C:17]=1[CH2:18][CH2:19][O:20][N+:21]([O-:23])=[O:22]. No catalyst specified. The product is [F:11][C:7]1[CH:8]=[CH:9][CH:10]=[C:2]([F:1])[C:3]=1[C:4]([NH:24][C:15]1[S:16][C:17]([CH2:18][CH2:19][O:20][N+:21]([O-:23])=[O:22])=[C:13]([CH3:12])[N:14]=1)=[O:6]. The yield is 0.720. (3) The reactants are [CH3:1][N:2]1[C:6]([CH:7]=[O:8])=[CH:5][CH:4]=[N:3]1.C1C(=O)N([Br:16])C(=O)C1.[OH-].[Na+]. The catalyst is CN(C=O)C.O. The product is [Br:16][C:5]1[CH:4]=[N:3][N:2]([CH3:1])[C:6]=1[CH:7]=[O:8]. The yield is 0.920.